Dataset: Full USPTO retrosynthesis dataset with 1.9M reactions from patents (1976-2016). Task: Predict the reactants needed to synthesize the given product. Given the product [CH2:29]([O:36][CH2:37][CH2:38][CH2:39][CH2:40][O:41][C:42]1[CH:43]=[C:44]([CH:47]=[CH:48][C:49]=1[C:50]1[CH:55]=[CH:54][CH:53]=[C:52]([S:56]([CH3:59])(=[O:58])=[O:57])[CH:51]=1)[CH2:45][NH:1][C:2]1[N:6]([C@@H:7]2[O:19][C@H:18]([CH2:20][OH:21])[C@@H:13]([OH:14])[C@H:8]2[OH:9])[C:5]2[CH:25]=[CH:26][CH:27]=[CH:28][C:4]=2[N:3]=1)[C:30]1[CH:31]=[CH:32][CH:33]=[CH:34][CH:35]=1, predict the reactants needed to synthesize it. The reactants are: [NH2:1][C:2]1[N:6]([C@@H:7]2[O:19][C@H:18]([CH2:20][O:21]C(=O)C)[C@@H:13]([O:14]C(=O)C)[C@H:8]2[O:9]C(=O)C)[C:5]2[CH:25]=[CH:26][CH:27]=[CH:28][C:4]=2[N:3]=1.[CH2:29]([O:36][CH2:37][CH2:38][CH2:39][CH2:40][O:41][C:42]1[CH:43]=[C:44]([CH:47]=[CH:48][C:49]=1[C:50]1[CH:55]=[CH:54][CH:53]=[C:52]([S:56]([CH3:59])(=[O:58])=[O:57])[CH:51]=1)[CH:45]=O)[C:30]1[CH:35]=[CH:34][CH:33]=[CH:32][CH:31]=1.C(O[BH-](OC(=O)C)OC(=O)C)(=O)C.[Na+].O.